Dataset: Reaction yield outcomes from USPTO patents with 853,638 reactions. Task: Predict the reaction yield, written as a fraction of the theoretical maximum amount of product (1.0 means a 100% yield; for example, 0.34 means a 34% yield). The reactants are [CH2:1]([Sn:5]([CH2:16][CH2:17][CH2:18][CH3:19])([CH2:12][CH2:13][CH2:14][CH3:15])[C:6]1[CH2:10][CH2:9][C:8](=[O:11])[CH:7]=1)[CH2:2][CH2:3][CH3:4].[H-].[Al+3].[Li+].[H-].[H-].[H-].[OH-].[Na+].S([O-])([O-])(=O)=O.[Mg+2]. The yield is 0.950. The product is [CH2:16]([Sn:5]([CH2:1][CH2:2][CH2:3][CH3:4])([CH2:12][CH2:13][CH2:14][CH3:15])[C:6]1[CH2:10][CH2:9][CH:8]([OH:11])[CH:7]=1)[CH2:17][CH2:18][CH3:19]. The catalyst is O.C(OCC)C.